Dataset: Full USPTO retrosynthesis dataset with 1.9M reactions from patents (1976-2016). Task: Predict the reactants needed to synthesize the given product. Given the product [CH2:22]([O:29][N:30]1[C:36](=[O:37])[N:35]2[CH2:38][C@H:31]1[CH2:32][CH2:33][C@H:34]2[C:39]1[O:40][C:43]([CH2:44][C:45]2([NH:48][C:49](=[O:55])[O:50][C:51]([CH3:52])([CH3:53])[CH3:54])[CH2:47][CH2:46]2)=[N:42][N:41]=1)[C:23]1[CH:28]=[CH:27][CH:26]=[CH:25][CH:24]=1, predict the reactants needed to synthesize it. The reactants are: C1C=CC(P(C2C=CC=CC=2)C2C=CC=CC=2)=CC=1.II.[CH2:22]([O:29][N:30]1[C:36](=[O:37])[N:35]2[CH2:38][C@H:31]1[CH2:32][CH2:33][C@H:34]2[C:39]([NH:41][NH:42][C:43](=O)[CH2:44][C:45]1([NH:48][C:49](=[O:55])[O:50][C:51]([CH3:54])([CH3:53])[CH3:52])[CH2:47][CH2:46]1)=[O:40])[C:23]1[CH:28]=[CH:27][CH:26]=[CH:25][CH:24]=1.